From a dataset of Reaction yield outcomes from USPTO patents with 853,638 reactions. Predict the reaction yield, written as a fraction of the theoretical maximum amount of product (1.0 means a 100% yield; for example, 0.34 means a 34% yield). (1) The reactants are [NH2:1][C:2]1[C:10]([OH:11])=[CH:9][C:8]([Br:12])=[CH:7][C:3]=1[C:4]([OH:6])=[O:5].N1C=CC=CC=1.[C:19](Cl)(=[O:24])[C:20]([CH3:23])([CH3:22])[CH3:21].Cl. The catalyst is C1C=CC=CC=1.C(OCC)(=O)C. The product is [Br:12][C:8]1[CH:9]=[C:10]([OH:11])[C:2]([NH:1][C:19](=[O:24])[C:20]([CH3:23])([CH3:22])[CH3:21])=[C:3]([CH:7]=1)[C:4]([OH:6])=[O:5]. The yield is 0.984. (2) The reactants are [C:1]([O:5][C:6]([N:8]1[CH2:13][CH2:12][N:11]([C:14]2C(=O)N(CC(C)C)N=C(C3C=CC(C)=C(F)C=3)C=2C)[CH2:10][CH2:9]1)=[O:7])([CH3:4])([CH3:3])[CH3:2].[CH:34]1([CH2:37][N:38]2[C:43](=[O:44])[C:42](COS(C)(=O)=O)=[CH:41][C:40]([C:51]3[CH:56]=[CH:55][C:54]([O:57][CH3:58])=[C:53]([F:59])[CH:52]=3)=[N:39]2)[CH2:36][CH2:35]1.N1(C(OC(C)(C)C)=O)CCNCC1. No catalyst specified. The product is [C:1]([O:5][C:6]([N:8]1[CH2:13][CH2:12][N:11]([CH2:14][C:42]2[C:43](=[O:44])[N:38]([CH2:37][CH:34]3[CH2:36][CH2:35]3)[N:39]=[C:40]([C:51]3[CH:56]=[CH:55][C:54]([O:57][CH3:58])=[C:53]([F:59])[CH:52]=3)[CH:41]=2)[CH2:10][CH2:9]1)=[O:7])([CH3:4])([CH3:3])[CH3:2]. The yield is 0.989. (3) The reactants are [N+:1]([C:4]1[CH:12]=[C:11]2[C:7]([CH2:8][O:9][C:10]2=[O:13])=[CH:6][CH:5]=1)([O-])=O. The catalyst is Cl.O. The product is [NH2:1][C:4]1[CH:12]=[C:11]2[C:7]([CH2:8][O:9][C:10]2=[O:13])=[CH:6][CH:5]=1. The yield is 0.780. (4) The reactants are [CH:1]1([CH:4]([OH:31])[C:5]2[CH:6]=[N:7][N:8]([CH2:10][C:11]3[CH:20]=[C:19]4[C:14]([C:15]([C:24]5[CH:29]=[CH:28][C:27]([F:30])=[CH:26][CH:25]=5)=[CH:16][C:17]([C:21]([NH2:23])=[O:22])=[N:18]4)=[CH:13][CH:12]=3)[CH:9]=2)[CH2:3][CH2:2]1.CC(OI1(OC(C)=O)(OC(C)=O)OC(=O)C2C=CC=CC1=2)=O.[O-]S([O-])(=S)=O.[Na+].[Na+].C(=O)([O-])O.[Na+]. The catalyst is C(Cl)Cl. The product is [CH:1]1([C:4]([C:5]2[CH:6]=[N:7][N:8]([CH2:10][C:11]3[CH:20]=[C:19]4[C:14]([C:15]([C:24]5[CH:29]=[CH:28][C:27]([F:30])=[CH:26][CH:25]=5)=[CH:16][C:17]([C:21]([NH2:23])=[O:22])=[N:18]4)=[CH:13][CH:12]=3)[CH:9]=2)=[O:31])[CH2:3][CH2:2]1. The yield is 0.151. (5) The reactants are [NH2:1][C:2]1[S:6][N:5]=[C:4]([CH3:7])[C:3]=1[C:8]([NH:10][C:11]1[CH:16]=[CH:15][CH:14]=[CH:13][C:12]=1[CH2:17][CH3:18])=[O:9].Cl[C:20]1[CH:25]=[C:24]([N:26]2[CH:30]=[CH:29][N:28]=[CH:27]2)[N:23]=[CH:22][N:21]=1.C(=O)([O-])[O-].[Cs+].[Cs+].CC1(C)C2C(=C(P(C3C=CC=CC=3)C3C=CC=CC=3)C=CC=2)OC2C(P(C3C=CC=CC=3)C3C=CC=CC=3)=CC=CC1=2. The catalyst is O1CCOCC1.CN(C=O)C.C([O-])(=O)C.[Pd+2].C([O-])(=O)C. The product is [CH2:17]([C:12]1[CH:13]=[CH:14][CH:15]=[CH:16][C:11]=1[NH:10][C:8]([C:3]1[C:4]([CH3:7])=[N:5][S:6][C:2]=1[NH:1][C:20]1[CH:25]=[C:24]([N:26]2[CH:30]=[CH:29][N:28]=[CH:27]2)[N:23]=[CH:22][N:21]=1)=[O:9])[CH3:18]. The yield is 0.0400. (6) The reactants are [N:1]12[CH2:8][CH2:7][C:4]([C:9]([C:18]3[CH:23]=[CH:22][CH:21]=[CH:20][CH:19]=3)([C:12]3[CH:17]=[CH:16][CH:15]=[CH:14][CH:13]=3)[C:10]#[N:11])([CH2:5][CH2:6]1)[CH2:3][CH2:2]2.[Br:24][CH2:25][CH3:26]. No catalyst specified. The product is [Br-:24].[C:10]([C:9]([C:18]1[CH:19]=[CH:20][CH:21]=[CH:22][CH:23]=1)([C:12]1[CH:13]=[CH:14][CH:15]=[CH:16][CH:17]=1)[C:4]12[CH2:5][CH2:6][N+:1]([CH2:25][CH3:26])([CH2:2][CH2:3]1)[CH2:8][CH2:7]2)#[N:11]. The yield is 0.681.